The task is: Predict the product of the given reaction.. This data is from Forward reaction prediction with 1.9M reactions from USPTO patents (1976-2016). (1) The product is: [CH3:18][O:19][Si:20]([O:23][CH3:24])([O:21][CH3:22])[CH2:13][CH2:12][CH2:11][CH2:10][CH2:9][CH2:8][O:7][CH2:6][C:5]1[CH:14]=[CH:15][CH:16]=[CH:17][C:4]=1[N+:1]([O-:3])=[O:2]. Given the reactants [N+:1]([C:4]1[CH:17]=[CH:16][CH:15]=[CH:14][C:5]=1[CH2:6][O:7][CH2:8][CH2:9][CH2:10][CH2:11][CH:12]=[CH2:13])([O-:3])=[O:2].[CH3:18][O:19][SiH:20]([O:23][CH3:24])[O:21][CH3:22], predict the reaction product. (2) Given the reactants [CH2:1]([N:8]1[CH2:13][C:12](=O)[NH:11][C@H:10]([CH2:15][O:16][CH:17]2[CH2:22][CH2:21][CH2:20][CH2:19][O:18]2)[C:9]1=O)[C:2]1[CH:7]=[CH:6][CH:5]=[CH:4][CH:3]=1.[H-].[H-].[H-].[H-].[Li+].[Al+3], predict the reaction product. The product is: [CH2:1]([N:8]1[CH2:13][CH2:12][NH:11][C@H:10]([CH2:15][O:16][CH:17]2[CH2:22][CH2:21][CH2:20][CH2:19][O:18]2)[CH2:9]1)[C:2]1[CH:3]=[CH:4][CH:5]=[CH:6][CH:7]=1. (3) Given the reactants [CH3:1][N:2]1[CH:7]=[C:6](B2OC(C)(C)C(C)(C)O2)[CH:5]=[C:4]([NH:17][C:18]2[CH:22]=[C:21]([CH3:23])[NH:20][N:19]=2)[C:3]1=[O:24].[C:25]([O:28][CH2:29][C:30]1[C:35]([N:36]2[CH2:48][CH2:47][N:39]3[C:40]4[CH2:41][CH2:42][CH2:43][CH2:44][C:45]=4[CH:46]=[C:38]3[C:37]2=[O:49])=[CH:34][C:33]([F:50])=[CH:32][C:31]=1Br)(=[O:27])[CH3:26].C([O-])([O-])=O.[Na+].[Na+], predict the reaction product. The product is: [C:25]([O:28][CH2:29][C:30]1[C:35]([N:36]2[CH2:48][CH2:47][N:39]3[C:40]4[CH2:41][CH2:42][CH2:43][CH2:44][C:45]=4[CH:46]=[C:38]3[C:37]2=[O:49])=[CH:34][C:33]([F:50])=[CH:32][C:31]=1[C:6]1[CH:5]=[C:4]([NH:17][C:18]2[CH:22]=[C:21]([CH3:23])[NH:20][N:19]=2)[C:3](=[O:24])[N:2]([CH3:1])[CH:7]=1)(=[O:27])[CH3:26]. (4) Given the reactants Br[CH2:2][CH2:3][S:4][C:5]1[CH:10]=[CH:9][C:8]([N+:11]([O-:13])=[O:12])=[CH:7][CH:6]=1.Cl.[CH3:15][O:16][C:17]1[CH:18]=[C:19]2[C:24](=[CH:25][C:26]=1[O:27][CH3:28])[CH2:23][NH:22][CH2:21][CH2:20]2.C(=O)([O-])[O-].[K+].[K+], predict the reaction product. The product is: [CH3:15][O:16][C:17]1[CH:18]=[C:19]2[C:24](=[CH:25][C:26]=1[O:27][CH3:28])[CH2:23][N:22]([CH2:2][CH2:3][S:4][C:5]1[CH:10]=[CH:9][C:8]([N+:11]([O-:13])=[O:12])=[CH:7][CH:6]=1)[CH2:21][CH2:20]2. (5) The product is: [CH2:26]([O:33][C:34]([CH:36]1[CH2:40][CH2:39][CH2:38][N:37]1[C:4]([C:3]1[CH:7]=[CH:8][C:9]([C:11]([NH:13][CH:14]([C:16]2[NH:20][C:19]3[CH:21]=[CH:22][C:23]([Cl:25])=[CH:24][C:18]=3[N:17]=2)[CH3:15])=[O:12])=[CH:10][C:2]=1[Cl:1])=[O:5])=[O:35])[C:27]1[CH:28]=[CH:29][CH:30]=[CH:31][CH:32]=1. Given the reactants [Cl:1][C:2]1[CH:10]=[C:9]([C:11]([NH:13][CH:14]([C:16]2[NH:20][C:19]3[CH:21]=[CH:22][C:23]([Cl:25])=[CH:24][C:18]=3[N:17]=2)[CH3:15])=[O:12])[CH:8]=[CH:7][C:3]=1[C:4](O)=[O:5].[CH2:26]([O:33][C:34]([CH:36]1[CH2:40][CH2:39][CH2:38][NH:37]1)=[O:35])[C:27]1[CH:32]=[CH:31][CH:30]=[CH:29][CH:28]=1.C(N(C(C)C)CC)(C)C.ClCl, predict the reaction product.